Dataset: Reaction yield outcomes from USPTO patents with 853,638 reactions. Task: Predict the reaction yield, written as a fraction of the theoretical maximum amount of product (1.0 means a 100% yield; for example, 0.34 means a 34% yield). (1) The reactants are [CH2:1]([O:3][C:4]([C:6]1[C:15]2[C:10](=[CH:11][C:12]([O:18][CH3:19])=[C:13]([O:16][CH3:17])[CH:14]=2)[C:9]([CH2:20][C:21]2[CH:26]=[CH:25][CH:24]=[CH:23][CH:22]=2)=[N:8][CH:7]=1)=[O:5])[CH3:2].[Se](=O)=[O:28]. The catalyst is C(O)(=O)C. The product is [CH2:1]([O:3][C:4]([C:6]1[C:15]2[C:10](=[CH:11][C:12]([O:18][CH3:19])=[C:13]([O:16][CH3:17])[CH:14]=2)[C:9]([C:20](=[O:28])[C:21]2[CH:22]=[CH:23][CH:24]=[CH:25][CH:26]=2)=[N:8][CH:7]=1)=[O:5])[CH3:2]. The yield is 0.870. (2) The reactants are Cl.[C:2]([C@@H:5]([NH:28][C:29](=[O:38])[O:30][CH2:31][C:32]1[CH:37]=[CH:36][CH:35]=[CH:34][CH:33]=1)[CH2:6][C@H:7]1[CH2:18][CH2:17][C:16]2[S:15][C:14]3[N:13]=[CH:12][N:11]=[C:10]([O:19][CH:20]4[CH2:25][CH2:24][CH:23]([NH:26][CH3:27])[CH2:22][CH2:21]4)[C:9]=3[C:8]1=2)(=[O:4])[NH2:3].C=O.[BH3-][C:42]#N.[Na+]. The catalyst is CO. The product is [C:2]([C@@H:5]([NH:28][C:29](=[O:38])[O:30][CH2:31][C:32]1[CH:37]=[CH:36][CH:35]=[CH:34][CH:33]=1)[CH2:6][C@H:7]1[CH2:18][CH2:17][C:16]2[S:15][C:14]3[N:13]=[CH:12][N:11]=[C:10]([O:19][CH:20]4[CH2:21][CH2:22][CH:23]([N:26]([CH3:42])[CH3:27])[CH2:24][CH2:25]4)[C:9]=3[C:8]1=2)(=[O:4])[NH2:3]. The yield is 0.520. (3) The reactants are C([O:4][CH2:5][CH2:6][NH:7][C:8](=[O:35])[C:9]1[CH:14]=[CH:13][C:12]([Cl:15])=[C:11]([N:16]([CH3:34])[C:17]([C:19]2[S:33][C:22]3[C:23]4[CH:31]=[CH:30][C:29](Br)=[CH:28][C:24]=4[O:25][CH2:26][CH2:27][C:21]=3[CH:20]=2)=[O:18])[CH:10]=1)(=O)C.CC1(C)C2C(=C(P(C3C=CC=CC=3)C3C=CC=CC=3)C=CC=2)[O:57][C:39]2C(P(C3C=CC=CC=3)C3C=CC=CC=3)=CC=CC1=2.[CH3:78][S:79]([CH2:82][CH2:83][NH2:84])(=[O:81])=[O:80].Cl.C([O-])([O-])=O.[Na+].[Na+]. The catalyst is C1(C)C=CC=CC=1.CC([O-])=O.CC([O-])=O.[Pd+2]. The product is [Cl:15][C:12]1[CH:13]=[CH:14][C:9]([C:8](=[O:35])[NH:7][CH2:6][CH2:5][OH:4])=[CH:10][C:11]=1[N:16]([CH3:34])[C:17]([C:19]1[S:33][C:22]2[C:23]3[CH:31]=[CH:30][C:29]([C:39]([NH:84][CH2:83][CH2:82][S:79]([CH3:78])(=[O:81])=[O:80])=[O:57])=[CH:28][C:24]=3[O:25][CH2:26][CH2:27][C:21]=2[CH:20]=1)=[O:18]. The yield is 0.180. (4) The reactants are [Br:1][C:2]1[CH:3]=[CH:4][C:5]([CH2:9][O:10][CH3:11])=[N+:6]([O-])[CH:7]=1.[CH2:12]([N:14](CC)CC)C.C[Si](C#N)(C)C.O. The catalyst is C(#N)C. The product is [Br:1][C:2]1[C:7]([C:12]#[N:14])=[N:6][C:5]([CH2:9][O:10][CH3:11])=[CH:4][CH:3]=1. The yield is 0.580. (5) The reactants are [Cl:1][C:2]1[CH:27]=[CH:26][CH:25]=[CH:24][C:3]=1[C:4]([NH:6][C:7](=[O:23])[NH:8][C:9]1[S:10][C:11]2[CH:17]=[C:16]([S:18]([CH:21]=[CH2:22])(=[O:20])=[O:19])[CH:15]=[CH:14][C:12]=2[N:13]=1)=[O:5].[CH3:28][O-:29].[Na+]. The catalyst is C1COCC1. The product is [Cl:1][C:2]1[CH:27]=[CH:26][CH:25]=[CH:24][C:3]=1[C:4]([NH:6][C:7](=[O:23])[NH:8][C:9]1[S:10][C:11]2[CH:17]=[C:16]([S:18]([CH2:21][CH2:22][O:29][CH3:28])(=[O:20])=[O:19])[CH:15]=[CH:14][C:12]=2[N:13]=1)=[O:5]. The yield is 0.440. (6) The reactants are Cl[C:2]1[CH2:6][CH2:5][C:4](=[O:7])[CH:3]=1.[NH:8]1[CH2:10][CH2:9]1.C(N([CH2:16][CH3:17])CC)C.O1[CH2:22][CH2:21][CH2:20][CH2:19]1. No catalyst specified. The product is [C:17]1([CH:9]2[CH2:10][N:8]2[C:2]2[CH2:6][CH2:5][C:4](=[O:7])[CH:3]=2)[CH:16]=[CH:22][CH:21]=[CH:20][CH:19]=1. The yield is 0.580. (7) The reactants are CC1C=CC(S([O:11][CH2:12][CH2:13][NH:14][C:15]2[C:16](=[O:32])[N:17]([C:28]([CH3:31])([CH3:30])[CH3:29])[S:18](=[O:27])(=[O:26])[C:19]=2[C:20]2[CH:25]=[CH:24][CH:23]=[CH:22][CH:21]=2)(=O)=O)=CC=1.[N:33]1[CH:38]=[CH:37][CH:36]=[C:35](O)[CH:34]=1.C(=O)([O-])[O-].[K+].[K+]. The catalyst is CC#N. The product is [C:28]([N:17]1[C:16](=[O:32])[C:15]([NH:14][CH2:13][CH2:12][O:11][C:35]2[CH:34]=[N:33][CH:38]=[CH:37][CH:36]=2)=[C:19]([C:20]2[CH:21]=[CH:22][CH:23]=[CH:24][CH:25]=2)[S:18]1(=[O:27])=[O:26])([CH3:31])([CH3:30])[CH3:29]. The yield is 0.357. (8) The reactants are Cl[C:2]1[N:10]=[C:9](Cl)[CH:8]=[CH:7][C:3]=1[C:4]([NH2:6])=[O:5].[F:12][C:13]1[CH:26]=[C:25]([F:27])[CH:24]=[CH:23][C:14]=1[O:15][C:16]1[CH:21]=[CH:20][C:19]([OH:22])=[CH:18][CH:17]=1.[C@H:28]12[CH2:34][C@H:31]([NH:32][CH2:33]1)[CH2:30][N:29]2[C:35]([O:37]C(C)(C)C)=O.[C:42](O)(=O)[CH:43]=C. No catalyst specified. The product is [C:35]([N:29]1[CH2:30][C@@H:31]2[CH2:34][C@H:28]1[CH2:33][N:32]2[C:9]1[CH:8]=[CH:7][C:3]([C:4]([NH2:6])=[O:5])=[C:2]([O:22][C:19]2[CH:18]=[CH:17][C:16]([O:15][C:14]3[CH:23]=[CH:24][C:25]([F:27])=[CH:26][C:13]=3[F:12])=[CH:21][CH:20]=2)[N:10]=1)(=[O:37])[CH:42]=[CH2:43]. The yield is 0.470.